From a dataset of Full USPTO retrosynthesis dataset with 1.9M reactions from patents (1976-2016). Predict the reactants needed to synthesize the given product. (1) Given the product [Cl:11][C:4]1[N:3]=[C:2]([NH:27][CH2:26][CH2:25][NH:24][C:21](=[O:23])[CH3:22])[C:7]([N+:8]([O-:10])=[O:9])=[CH:6][CH:5]=1, predict the reactants needed to synthesize it. The reactants are: Cl[C:2]1[C:7]([N+:8]([O-:10])=[O:9])=[CH:6][CH:5]=[C:4]([Cl:11])[N:3]=1.C(N(CC)C(C)C)(C)C.[C:21]([NH:24][CH2:25][CH2:26][NH2:27])(=[O:23])[CH3:22]. (2) Given the product [N:30]1([CH2:28][CH2:27][CH2:26][C:25]#[C:24][C:12]2[C:13]3[N:14]=[C:15]([CH2:20][CH2:21][CH2:22][CH3:23])[N:16]=[C:17]([NH2:19])[C:18]=3[N:10]([CH2:9][O:8][CH2:1][C:2]3[CH:7]=[CH:6][CH:5]=[CH:4][CH:3]=3)[CH:11]=2)[CH2:36][CH2:35][CH2:34][CH2:33][CH2:32][CH2:31]1, predict the reactants needed to synthesize it. The reactants are: [CH2:1]([O:8][CH2:9][N:10]1[C:18]2[C:17]([NH2:19])=[N:16][C:15]([CH2:20][CH2:21][CH2:22][CH3:23])=[N:14][C:13]=2[C:12]([C:24]#[C:25][CH2:26][CH2:27][CH2:28]Cl)=[CH:11]1)[C:2]1[CH:7]=[CH:6][CH:5]=[CH:4][CH:3]=1.[NH:30]1[CH2:36][CH2:35][CH2:34][CH2:33][CH2:32][CH2:31]1. (3) Given the product [F:10][C:11]1[CH:16]=[C:15]([F:17])[CH:14]=[CH:13][C:12]=1[CH2:18][NH:19][C:20]([C:22]1[C:23](=[O:49])[C:24]([OH:41])=[C:25]2[C:38](=[O:39])[N:29]3[CH2:30][CH2:31][C@@H:32]4[CH2:37][CH2:36][CH2:35][CH2:34][N:33]4[C@@H:28]3[CH2:27][N:26]2[CH:40]=1)=[O:21], predict the reactants needed to synthesize it. The reactants are: N1CCCC[C@H]1CCN.[F:10][C:11]1[CH:16]=[C:15]([F:17])[CH:14]=[CH:13][C:12]=1[CH2:18][NH:19][C:20]([C:22]1[C:23](=[O:49])[C:24]([O:41]CC2C=CC=CC=2)=[C:25]2[C:38](=[O:39])[N:29]3[CH2:30][CH2:31][C@@H:32]4[CH2:37][CH2:36][CH2:35][CH2:34][N:33]4[C@@H:28]3[CH2:27][N:26]2[CH:40]=1)=[O:21]. (4) Given the product [C:43]([O:42][C:40]([N:47]1[CH2:48][CH2:49][N:50]([C:25]([C:18]2[C:19]3[CH:20]=[CH:21][CH:22]=[N:23][C:24]=3[C:15]([O:14][CH:1]([C:8]3[CH:13]=[CH:12][CH:11]=[CH:10][CH:9]=3)[C:2]3[CH:3]=[CH:4][CH:5]=[CH:6][CH:7]=3)=[C:16]3[C:30](=[O:31])[N:29]([CH2:32][C:33]4[CH:34]=[CH:35][C:36]([F:39])=[CH:37][CH:38]=4)[CH2:28][C:17]=23)=[O:26])[CH2:51][CH2:52]1)=[O:41])([CH3:46])([CH3:45])[CH3:44], predict the reactants needed to synthesize it. The reactants are: [CH:1]([O:14][C:15]1[C:24]2[N:23]=[CH:22][CH:21]=[CH:20][C:19]=2[C:18]([C:25](O)=[O:26])=[C:17]2[CH2:28][N:29]([CH2:32][C:33]3[CH:38]=[CH:37][C:36]([F:39])=[CH:35][CH:34]=3)[C:30](=[O:31])[C:16]=12)([C:8]1[CH:13]=[CH:12][CH:11]=[CH:10][CH:9]=1)[C:2]1[CH:7]=[CH:6][CH:5]=[CH:4][CH:3]=1.[C:40]([N:47]1[CH2:52][CH2:51][NH:50][CH2:49][CH2:48]1)([O:42][C:43]([CH3:46])([CH3:45])[CH3:44])=[O:41].C(N(CC)CC)C.Cl.CN(C)CCCN=C=NCC.O.ON1C2C=CC=CC=2N=N1. (5) Given the product [OH:28][C@H:29]1[C@H:36]2[N:32]([C:33](=[O:50])[N:34]([C:38]3[C:47]4[C:42](=[N:13][S:11][N:10]=4)[C:41]([C:48]#[N:49])=[CH:40][CH:39]=3)[C:35]2=[O:37])[CH2:31][CH2:30]1, predict the reactants needed to synthesize it. The reactants are: C(C1C2N=[N:10][S:11]C=2C(N)=CC=1)#N.[N:13](C1C2CCCCC=2C(C#N)=CC=1)=C=O.[OH:28][C@H:29]1[C@@H:36]2[N:32]([C:33](=[O:50])[N:34]([C:38]3[C:47]4CCCC[C:42]=4[C:41]([C:48]#[N:49])=[CH:40][CH:39]=3)[C:35]2=[O:37])[CH2:31][CH2:30]1. (6) Given the product [CH:15]([O:14][C:12]([N:11]([C:4]1([C:1](=[O:3])[CH3:2])[CH2:8][CH2:7][CH2:6][C:5]1=[O:9])[NH:10][C:18]([O:20][CH:21]([CH3:23])[CH3:22])=[O:19])=[O:13])([CH3:17])[CH3:16], predict the reactants needed to synthesize it. The reactants are: [C:1]([CH:4]1[CH2:8][CH2:7][CH2:6][C:5]1=[O:9])(=[O:3])[CH3:2].[N:10]([C:18]([O:20][CH:21]([CH3:23])[CH3:22])=[O:19])=[N:11][C:12]([O:14][CH:15]([CH3:17])[CH3:16])=[O:13].